Dataset: Forward reaction prediction with 1.9M reactions from USPTO patents (1976-2016). Task: Predict the product of the given reaction. Given the reactants CO.[F:3][C:4]1[CH:9]=[CH:8][C:7]([F:10])=[CH:6][C:5]=1[C@H:11]1[CH2:15][CH2:14][CH2:13][N:12]1[C:16]1[CH:17]=[CH:18][C:19]2[N:20]([C:22]([NH:25][C:26]([N:28]3[CH2:31][CH:30]([CH2:32][OH:33])[CH2:29]3)=[O:27])=[CH:23][N:24]=2)[N:21]=1.[ClH:34], predict the reaction product. The product is: [ClH:34].[F:3][C:4]1[CH:9]=[CH:8][C:7]([F:10])=[CH:6][C:5]=1[C@H:11]1[CH2:15][CH2:14][CH2:13][N:12]1[C:16]1[CH:17]=[CH:18][C:19]2[N:20]([C:22]([NH:25][C:26]([N:28]3[CH2:29][CH:30]([CH2:32][OH:33])[CH2:31]3)=[O:27])=[CH:23][N:24]=2)[N:21]=1.